Dataset: Full USPTO retrosynthesis dataset with 1.9M reactions from patents (1976-2016). Task: Predict the reactants needed to synthesize the given product. (1) Given the product [Cl:1][C:2]1[CH:7]=[CH:6][C:5]([N+:8]([O-:10])=[O:9])=[CH:4][C:3]=1[C:11]1[CH:12]=[C:13]([CH:17]=[CH:18][N:19]=1)[C:14]([O:16][CH3:22])=[O:15], predict the reactants needed to synthesize it. The reactants are: [Cl:1][C:2]1[CH:7]=[CH:6][C:5]([N+:8]([O-:10])=[O:9])=[CH:4][C:3]=1[C:11]1[CH:12]=[C:13]([CH:17]=[CH:18][N:19]=1)[C:14]([OH:16])=[O:15].Cl.O1CCOC[CH2:22]1. (2) The reactants are: [CH2:1]([O:3][C:4](=[O:28])[CH2:5][N:6]1[C:14]2[C:9](=[C:10]([Br:15])[CH:11]=[CH:12][CH:13]=2)[C:8]([C:18]2[CH:23]=[C:22]([F:24])[C:21]([F:25])=[CH:20][C:19]=2[OH:26])([CH2:16]O)[C:7]1=[O:27])[CH3:2].C1(CCN2C3C(=CC=CC=3)C(C3C(O)=CC4OCOC=4C=3)(CO)C2=O)CC1. Given the product [CH2:1]([O:3][C:4](=[O:28])[CH2:5][N:6]1[C:14]2[C:9](=[C:10]([Br:15])[CH:11]=[CH:12][CH:13]=2)[C:8]2([C:18]3[CH:23]=[C:22]([F:24])[C:21]([F:25])=[CH:20][C:19]=3[O:26][CH2:16]2)[C:7]1=[O:27])[CH3:2], predict the reactants needed to synthesize it. (3) The reactants are: [OH:1][C@H:2]1[CH2:6][NH:5][C@@H:4]([C:7]([OH:9])=[O:8])[CH2:3]1.S(Cl)(Cl)=O.[CH3:14]O. Given the product [OH:1][C@H:2]1[CH2:6][NH:5][C@@H:4]([C:7]([O:9][CH3:14])=[O:8])[CH2:3]1, predict the reactants needed to synthesize it.